From a dataset of Catalyst prediction with 721,799 reactions and 888 catalyst types from USPTO. Predict which catalyst facilitates the given reaction. Reactant: Cl[C:2]1[CH:7]=[C:6]([C:8]2[CH:13]=[CH:12][C:11]([C:14]([F:17])([F:16])[F:15])=[CH:10][CH:9]=2)[N:5]=[CH:4][N:3]=1.[C:18]([NH:21][C:22]1[CH:23]=[C:24]([OH:28])[CH:25]=[CH:26][CH:27]=1)(=[O:20])[CH3:19].C([O-])([O-])=O.[K+].[K+].O. Product: [F:15][C:14]([F:17])([F:16])[C:11]1[CH:12]=[CH:13][C:8]([C:6]2[N:5]=[CH:4][N:3]=[C:2]([O:28][C:24]3[CH:23]=[C:22]([NH:21][C:18](=[O:20])[CH3:19])[CH:27]=[CH:26][CH:25]=3)[CH:7]=2)=[CH:9][CH:10]=1. The catalyst class is: 3.